From a dataset of Catalyst prediction with 721,799 reactions and 888 catalyst types from USPTO. Predict which catalyst facilitates the given reaction. Reactant: C(N(CC)CC)C.[O:8]1[CH2:13][CH2:12][CH2:11][CH2:10][CH:9]1[O:14][CH2:15][CH2:16][O:17][C:18]1[S:19][CH:20]=[C:21]([C:23]([NH2:25])=O)[N:22]=1.P(Cl)(Cl)(Cl)=O. Product: [O:8]1[CH2:13][CH2:12][CH2:11][CH2:10][CH:9]1[O:14][CH2:15][CH2:16][O:17][C:18]1[S:19][CH:20]=[C:21]([C:23]#[N:25])[N:22]=1. The catalyst class is: 4.